From a dataset of Catalyst prediction with 721,799 reactions and 888 catalyst types from USPTO. Predict which catalyst facilitates the given reaction. (1) The catalyst class is: 25. Product: [Cl:1][C:2]1[CH:7]=[C:6]([NH:8][C:28](=[O:29])[CH2:27][C:24](=[O:26])[CH3:25])[CH:5]=[CH:4][C:3]=1[NH:9][C:10]([CH3:23])([CH3:22])[CH2:11][C:12]1[CH:21]=[CH:20][C:19]2[C:14](=[CH:15][CH:16]=[CH:17][CH:18]=2)[CH:13]=1. Reactant: [Cl:1][C:2]1[CH:7]=[C:6]([NH2:8])[CH:5]=[CH:4][C:3]=1[NH:9][C:10]([CH3:23])([CH3:22])[CH2:11][C:12]1[CH:21]=[CH:20][C:19]2[C:14](=[CH:15][CH:16]=[CH:17][CH:18]=2)[CH:13]=1.[C:24]([CH:27]=[C:28]=[O:29])(=[O:26])[CH3:25]. (2) Reactant: CS(C)=O.[Cl:5][C:6]1[C:11]([CH:12]([OH:16])[CH:13]([CH3:15])[CH3:14])=[C:10]([Cl:17])[CH:9]=[CH:8][N:7]=1.C(Cl)(=O)C(Cl)=O.C(N(CC)CC)C. Product: [Cl:5][C:6]1[C:11]([C:12](=[O:16])[CH:13]([CH3:15])[CH3:14])=[C:10]([Cl:17])[CH:9]=[CH:8][N:7]=1. The catalyst class is: 4. (3) Reactant: C([Si]1(C(C)(C)C)[O:10][C@H:9]2[C@H:11]([O:14][C:15]3[N:16](COCC[Si](C)(C)C)[C:17]4[C:18]([N:41]=3)=[N:19][C:20]([C:24]3[CH:29]=[CH:28][C:27]([C:30]5[CH:35]=[CH:34][C:33]([N:36]6[CH:40]=[N:39][N:38]=[N:37]6)=[CH:32][CH:31]=5)=[CH:26][CH:25]=3)=[C:21]([Cl:23])[CH:22]=4)[CH2:12][O:13][C@@H:8]2[CH2:7][O:6]1)(C)(C)C.C(O)=O.OS([O-])(=O)=O.[K+].[OH-].[Na+]. Product: [Cl:23][C:21]1[CH:22]=[C:17]2[NH:16][C:15]([O:14][C@@H:11]3[CH2:12][O:13][C@H:8]([CH2:7][OH:6])[C@H:9]3[OH:10])=[N:41][C:18]2=[N:19][C:20]=1[C:24]1[CH:25]=[CH:26][C:27]([C:30]2[CH:31]=[CH:32][C:33]([N:36]3[CH:40]=[N:39][N:38]=[N:37]3)=[CH:34][CH:35]=2)=[CH:28][CH:29]=1. The catalyst class is: 1. (4) Reactant: [CH:1]([NH2:4])([CH3:3])[CH3:2].[N:5]([C:8]1[CH:9]=[CH:10][C:11]([O:14][C:15](=[O:24])[N:16]([CH3:23])[C:17]2[CH:22]=[CH:21][CH:20]=[CH:19][CH:18]=2)=[N:12][CH:13]=1)=[C:6]=[S:7]. Product: [CH:1]([NH:4][C:6](=[S:7])[NH:5][C:8]1[CH:9]=[CH:10][C:11]([O:14][C:15](=[O:24])[N:16]([CH3:23])[C:17]2[CH:22]=[CH:21][CH:20]=[CH:19][CH:18]=2)=[N:12][CH:13]=1)([CH3:3])[CH3:2]. The catalyst class is: 4. (5) Reactant: Br[C:2]1[CH:11]=[CH:10][C:5]([C:6]([O:8][CH3:9])=[O:7])=[C:4]([CH3:12])[CH:3]=1.[C:13]([Cu])#[N:14]. Product: [C:13]([C:2]1[CH:11]=[CH:10][C:5]([C:6]([O:8][CH3:9])=[O:7])=[C:4]([CH3:12])[CH:3]=1)#[N:14]. The catalyst class is: 31. (6) Reactant: C(OC(=O)[NH:7][C@H:8]([CH:11]([C:13]1[O:17][N:16]=[C:15]([CH2:18][CH3:19])[N:14]=1)[OH:12])[CH2:9][CH3:10])(C)(C)C.FC(F)(F)C(O)=O. Product: [NH2:7][CH:8]([CH2:9][CH3:10])[C@@H:11]([C:13]1[O:17][N:16]=[C:15]([CH2:18][CH3:19])[N:14]=1)[OH:12]. The catalyst class is: 426. (7) Product: [Cl:1][C:2]1[CH:3]=[C:4]([CH2:9][C:10]([C:16]2[CH:21]=[CH:20][CH:19]=[CH:18][CH:17]=2)=[O:11])[CH:5]=[CH:6][C:7]=1[Cl:8]. The catalyst class is: 1. Reactant: [Cl:1][C:2]1[CH:3]=[C:4]([CH2:9][C:10](N(OC)C)=[O:11])[CH:5]=[CH:6][C:7]=1[Cl:8].[C:16]1([Mg]Br)[CH:21]=[CH:20][CH:19]=[CH:18][CH:17]=1.